This data is from Forward reaction prediction with 1.9M reactions from USPTO patents (1976-2016). The task is: Predict the product of the given reaction. (1) The product is: [Cl-:10].[C:1]([C:2]1[CH:3]=[N+:4]([CH2:11][C:12]([C:14]2[CH:19]=[CH:18][C:17]([F:20])=[CH:16][CH:15]=2)=[O:13])[CH:5]=[CH:6][CH:7]=1)(=[O:8])[NH2:9]. Given the reactants [C:1]([NH2:9])(=[O:8])[C:2]1[CH:7]=[CH:6][CH:5]=[N:4][CH:3]=1.[Cl:10][CH2:11][C:12]([C:14]1[CH:19]=[CH:18][C:17]([F:20])=[CH:16][CH:15]=1)=[O:13], predict the reaction product. (2) Given the reactants C([Sn](CCCC)(CCCC)C(OCC)=C)CCC.Br[C:20]1[CH:29]=[CH:28][CH:27]=[C:26]2[C:21]=1[N:22]=[C:23]([O:31][C:32]1[CH:37]=[CH:36][CH:35]=[CH:34][CH:33]=1)[C:24]([NH2:30])=[N:25]2.[CH2:38]1[C:43](=O)[N:42](Br)[C:40](=O)[CH2:39]1.[NH:46]1[CH2:51][CH2:50]C(=O)C[C:47]1=[O:53], predict the reaction product. The product is: [NH2:30][C:24]1[C:23]([O:31][C:32]2[CH:37]=[CH:36][CH:35]=[CH:34][CH:33]=2)=[N:22][C:21]2[C:26](=[CH:27][CH:28]=[CH:29][C:20]=2[C:40]2[NH:42][C:43]3[CH2:50][CH2:51][NH:46][C:47](=[O:53])[C:38]=3[CH:39]=2)[N:25]=1.